From a dataset of Forward reaction prediction with 1.9M reactions from USPTO patents (1976-2016). Predict the product of the given reaction. (1) Given the reactants Br[C:2]1[CH:7]=[CH:6][C:5]([NH:8][C:9]2[C:14]([C:15]([F:18])([F:17])[F:16])=[CH:13][N:12]=[C:11]([NH:19][C:20]3[CH:34]=[CH:33][C:23]([CH2:24][P:25](=[O:32])([O:29][CH2:30][CH3:31])[O:26][CH2:27][CH3:28])=[CH:22][CH:21]=3)[N:10]=2)=[C:4]([C:35](=[O:38])[NH:36][CH3:37])[CH:3]=1.[CH2:39]([N:41]([CH2:58][CH3:59])[CH2:42][CH2:43][N:44]1[CH:48]=[C:47](B2OC(C)(C)C(C)(C)O2)[CH:46]=[N:45]1)[CH3:40], predict the reaction product. The product is: [CH2:58]([N:41]([CH2:39][CH3:40])[CH2:42][CH2:43][N:44]1[CH:48]=[C:47]([C:2]2[CH:7]=[CH:6][C:5]([NH:8][C:9]3[C:14]([C:15]([F:16])([F:18])[F:17])=[CH:13][N:12]=[C:11]([NH:19][C:20]4[CH:34]=[CH:33][C:23]([CH2:24][P:25](=[O:32])([O:26][CH2:27][CH3:28])[O:29][CH2:30][CH3:31])=[CH:22][CH:21]=4)[N:10]=3)=[C:4]([C:35](=[O:38])[NH:36][CH3:37])[CH:3]=2)[CH:46]=[N:45]1)[CH3:59]. (2) The product is: [CH3:1][O:2][C:3]1[N:8]=[CH:7][C:6]([CH:9]([OH:15])[CH:10]([N+:12]([O-:14])=[O:13])[CH3:11])=[CH:5][CH:4]=1.[NH2:12][C@@H:10]([CH3:11])[C@@H:9]([C:6]1[CH:7]=[N:8][C:3]([O:2][CH3:1])=[CH:4][CH:5]=1)[OH:15]. Given the reactants [CH3:1][O:2][C:3]1[N:8]=[CH:7][C:6]([CH:9]([OH:15])[CH:10]([N+:12]([O-:14])=[O:13])[CH3:11])=[CH:5][CH:4]=1.[H][H], predict the reaction product. (3) Given the reactants [Br:1][C:2]1[CH:11]=[C:10]2[C:5]([CH2:6][CH2:7][C:8]([CH2:18][CH:19]3[CH2:24][CH2:23][N:22](C(OC(C)(C)C)=O)[CH2:21][CH2:20]3)(C(OCC)=O)[C:9]2=[O:12])=[CH:4][CH:3]=1.C(O)(=O)C.O.C1(C)C=CC=CC=1, predict the reaction product. The product is: [Br:1][C:2]1[CH:11]=[C:10]2[C:5]([CH2:6][CH2:7][CH:8]([CH2:18][CH:19]3[CH2:24][CH2:23][NH:22][CH2:21][CH2:20]3)[C:9]2=[O:12])=[CH:4][CH:3]=1. (4) Given the reactants [Br:1][C:2]1[CH:3]=[C:4]2[C:9](Cl)=[C:8]([C:11]([NH2:13])=[O:12])[CH:7]=[N:6][N:5]2[CH:14]=1.[NH2:15][C@@H:16]1[CH2:21][CH2:20][N:19]([C:22]([O:24][C:25]([CH3:28])([CH3:27])[CH3:26])=[O:23])[CH2:18][C@H:17]1[CH2:29][CH3:30].CC(O)=O.CCN(C(C)C)C(C)C, predict the reaction product. The product is: [Br:1][C:2]1[CH:3]=[C:4]2[C:9]([NH:15][C@@H:16]3[CH2:21][CH2:20][N:19]([C:22]([O:24][C:25]([CH3:27])([CH3:26])[CH3:28])=[O:23])[CH2:18][C@H:17]3[CH2:29][CH3:30])=[C:8]([C:11](=[O:12])[NH2:13])[CH:7]=[N:6][N:5]2[CH:14]=1. (5) Given the reactants C[O:2][C:3]1[CH:4]=[C:5]([CH:14]=[CH:15][C:16]2[CH:21]=[CH:20][CH:19]=[CH:18][C:17]=2[F:22])[CH:6]=[C:7]([O:12]C)[C:8]=1[CH2:9][CH2:10][CH3:11].Cl.N1C=CC=CC=1.CCOCC, predict the reaction product. The product is: [F:22][C:17]1[CH:18]=[CH:19][CH:20]=[CH:21][C:16]=1[CH:15]=[CH:14][C:5]1[CH:6]=[C:7]([OH:12])[C:8]([CH2:9][CH2:10][CH3:11])=[C:3]([OH:2])[CH:4]=1. (6) Given the reactants [CH3:1][C:2]1[NH:7][C:6](=O)[CH:5]=[C:4]([C:9]2[CH:14]=[CH:13][C:12]([C:15]([F:18])([F:17])[F:16])=[CH:11][CH:10]=2)[CH:3]=1.P(Cl)(Cl)([Cl:21])=O, predict the reaction product. The product is: [Cl:21][C:6]1[CH:5]=[C:4]([C:9]2[CH:14]=[CH:13][C:12]([C:15]([F:18])([F:17])[F:16])=[CH:11][CH:10]=2)[CH:3]=[C:2]([CH3:1])[N:7]=1.